From a dataset of Full USPTO retrosynthesis dataset with 1.9M reactions from patents (1976-2016). Predict the reactants needed to synthesize the given product. (1) Given the product [CH2:18]([O:17][C:13]([C:14]1[N:7]=[N:6][N:5]([CH2:4][C:3]2[C:2]([F:1])=[CH:11][CH:10]=[CH:9][C:8]=2[F:12])[CH:15]=1)=[O:16])[CH3:19], predict the reactants needed to synthesize it. The reactants are: [F:1][C:2]1[CH:11]=[CH:10][CH:9]=[C:8]([F:12])[C:3]=1[CH2:4][N:5]=[N+:6]=[N-:7].[C:13]([O:17][CH2:18][CH3:19])(=[O:16])[C:14]#[CH:15]. (2) Given the product [NH2:20][CH:9]([C:4]1[CH:5]=[CH:6][C:7]([Cl:8])=[C:2]([Cl:1])[CH:3]=1)[CH2:10][CH2:11][NH:12][C:13](=[O:19])[O:14][C:15]([CH3:17])([CH3:16])[CH3:18], predict the reactants needed to synthesize it. The reactants are: [Cl:1][C:2]1[CH:3]=[C:4]([CH:9]([N:20]2C(=O)C3C(=CC=CC=3)C2=O)[CH2:10][CH2:11][NH:12][C:13](=[O:19])[O:14][C:15]([CH3:18])([CH3:17])[CH3:16])[CH:5]=[CH:6][C:7]=1[Cl:8].NN. (3) Given the product [Cl:25][C:26]1[CH:34]=[C:33]([Cl:35])[CH:32]=[CH:31][C:27]=1[C:28]([NH:1][C:2]1[CH:7]=[CH:6][C:5]([N:8]2[C:14](=[O:15])[CH2:13][C:12](=[O:16])[NH:11][C:10]3[C:17]4[C:22]([CH:23]=[CH:24][C:9]2=3)=[CH:21][CH:20]=[CH:19][CH:18]=4)=[CH:4][CH:3]=1)=[O:29], predict the reactants needed to synthesize it. The reactants are: [NH2:1][C:2]1[CH:7]=[CH:6][C:5]([N:8]2[C:14](=[O:15])[CH2:13][C:12](=[O:16])[NH:11][C:10]3[C:17]4[C:22]([CH:23]=[CH:24][C:9]2=3)=[CH:21][CH:20]=[CH:19][CH:18]=4)=[CH:4][CH:3]=1.[Cl:25][C:26]1[CH:34]=[C:33]([Cl:35])[CH:32]=[CH:31][C:27]=1[C:28](Cl)=[O:29].C(NC1C=CC(N2C(=O)CC(=O)NC3C4C(C=CC2=3)=CC=CC=4)=CC=1)(=O)C1C=CC=CC=1. (4) Given the product [C:1]([O:5][C:6]([N:8]1[CH2:13][CH:12]=[C:11]([C:24]2[CH:25]=[CH:26][C:27]([C:30]3[O:34][C:33]([NH:35][C:36]4[CH:41]=[CH:40][CH:39]=[C:38]([Cl:42])[CH:37]=4)=[N:32][CH:31]=3)=[CH:28][CH:29]=2)[CH2:10][CH2:9]1)=[O:7])([CH3:2])([CH3:3])[CH3:4], predict the reactants needed to synthesize it. The reactants are: [C:1]([O:5][C:6]([N:8]1[CH2:13][CH:12]=[CH:11][CH2:10][CH:9]1B1OC(C)(C)C(C)(C)O1)=[O:7])([CH3:4])([CH3:3])[CH3:2].Br[C:24]1[CH:29]=[CH:28][C:27]([C:30]2[O:34][C:33]([NH:35][C:36]3[CH:41]=[CH:40][CH:39]=[C:38]([Cl:42])[CH:37]=3)=[N:32][CH:31]=2)=[CH:26][CH:25]=1.C([O-])([O-])=O.[Na+].[Na+].